This data is from Reaction yield outcomes from USPTO patents with 853,638 reactions. The task is: Predict the reaction yield, written as a fraction of the theoretical maximum amount of product (1.0 means a 100% yield; for example, 0.34 means a 34% yield). (1) The reactants are [CH:1]1[C:14]2[C:5](=[CH:6][C:7]3[C:12]([C:13]=2[N:15]2[CH:19]=[CH:18][NH:17][CH2:16]2)=[CH:11][CH:10]=[CH:9][CH:8]=3)[CH:4]=[CH:3][CH:2]=1.[Br:20][CH2:21][CH2:22][CH2:23][CH2:24][CH2:25][CH2:26][CH2:27][CH2:28][CH2:29][CH2:30][CH2:31][CH3:32]. The catalyst is C(Cl)Cl. The product is [Br-:20].[CH:1]1[C:14]2[C:5](=[CH:6][C:7]3[C:12]([C:13]=2[N:15]2[CH:19]=[CH:18][NH+:17]([CH2:32][CH2:31][CH2:30][CH2:29][CH2:28][CH2:27][CH2:26][CH2:25][CH2:24][CH2:23][CH2:22][CH3:21])[CH2:16]2)=[CH:11][CH:10]=[CH:9][CH:8]=3)[CH:4]=[CH:3][CH:2]=1. The yield is 0.950. (2) The yield is 0.750. The catalyst is CN(C=O)C.CO.C(Cl)Cl. The reactants are [CH:1]1([NH:4][C:5]([NH:7][C:8]2[CH:13]=[CH:12][C:11]([O:14][C:15]3[CH:20]=[CH:19][N:18]=[C:17]4[CH:21]=[C:22]([C:24]5[CH:29]=[CH:28][C:27]([CH2:30][N:31]6[CH2:36][CH2:35][NH:34][CH2:33][CH2:32]6)=[CH:26][N:25]=5)[S:23][C:16]=34)=[C:10]([F:37])[CH:9]=2)=[O:6])[CH2:3][CH2:2]1.[C:38]([O:41][CH2:42][C:43](O)=[O:44])(=[O:40])[CH3:39].C1C=C2N=NN(O)C2=CC=1.O.CCN=C=NCCCN(C)C.Cl. The product is [C:38]([O:41][CH2:42][C:43]([N:34]1[CH2:33][CH2:32][N:31]([CH2:30][C:27]2[CH:26]=[N:25][C:24]([C:22]3[S:23][C:16]4[C:17](=[N:18][CH:19]=[CH:20][C:15]=4[O:14][C:11]4[CH:12]=[CH:13][C:8]([NH:7][C:5]([NH:4][CH:1]5[CH2:3][CH2:2]5)=[O:6])=[CH:9][C:10]=4[F:37])[CH:21]=3)=[CH:29][CH:28]=2)[CH2:36][CH2:35]1)=[O:44])(=[O:40])[CH3:39]. (3) The reactants are P([O:13][CH2:14][CH2:15][N:16]([CH2:19][CH2:20][CH2:21][CH2:22][O:23][C:24]1[CH:33]=[C:32]2[C:27]([C:28]([NH:34][C:35]3[CH:39]=[C:38]([CH2:40][C:41]([NH:43][C:44]4[CH:49]=[CH:48][CH:47]=[C:46]([F:50])[C:45]=4[F:51])=[O:42])[NH:37][N:36]=3)=[N:29][CH:30]=[N:31]2)=[CH:26][CH:25]=1)[CH2:17][CH3:18])(OC(C)(C)C)(OC(C)(C)C)=O.C(NCCO)C. No catalyst specified. The product is [F:51][C:45]1[C:46]([F:50])=[CH:47][CH:48]=[CH:49][C:44]=1[NH:43][C:41](=[O:42])[CH2:40][C:38]1[NH:37][N:36]=[C:35]([NH:34][C:28]2[C:27]3[C:32](=[CH:33][C:24]([O:23][CH2:22][CH2:21][CH2:20][CH2:19][N:16]([CH2:17][CH3:18])[CH2:15][CH2:14][OH:13])=[CH:25][CH:26]=3)[N:31]=[CH:30][N:29]=2)[CH:39]=1. The yield is 0.470. (4) The reactants are [NH2:1][C:2]1[CH:7]=[CH:6][C:5]([NH:8][C:9]([C@H:11]2[CH2:16][CH2:15][CH2:14][C@@H:13]([NH:17][C:18]3[N:23]=[C:22]([C:24]4[C:32]5[C:27](=[CH:28][CH:29]=[CH:30][CH:31]=5)[NH:26][CH:25]=4)[C:21]([Cl:33])=[CH:20][N:19]=3)[CH2:12]2)=[O:10])=[CH:4][CH:3]=1.C[CH2:35][N:36]([CH:40]([CH3:42])C)[CH:37](C)C.BrC/C=[CH:46]/[C:47](Cl)=[O:48].C(Cl)Cl.CNC.C1COCC1. The catalyst is CN1C(=O)CCC1.C1COCC1. The product is [Cl:33][C:21]1[C:22]([C:24]2[C:32]3[C:27](=[CH:28][CH:29]=[CH:30][CH:31]=3)[NH:26][CH:25]=2)=[N:23][C:18]([NH:17][C@@H:13]2[CH2:14][CH2:15][CH2:16][C@H:11]([C:9]([NH:8][C:5]3[CH:6]=[CH:7][C:2]([NH:1][C:47](=[O:48])/[CH:46]=[CH:42]/[CH2:40][N:36]([CH3:35])[CH3:37])=[CH:3][CH:4]=3)=[O:10])[CH2:12]2)=[N:19][CH:20]=1. The yield is 0.250. (5) The reactants are C(O[C:4](=O)[CH:5]=[CH:6][C:7]1[CH:12]=[CH:11][C:10]([F:13])=[CH:9][CH:8]=1)C.[H-].[Al+3].[Li+].[H-].[H-].[H-].S([O-])([O-])(=O)=[O:22].[Na+].[Na+]. The catalyst is C(OCC)(=O)C.O1CCCC1.[Rh]. The product is [F:13][C:10]1[CH:11]=[CH:12][C:7]([CH:6]([OH:22])[CH2:5][CH3:4])=[CH:8][CH:9]=1. The yield is 0.950.